Dataset: CYP2C19 inhibition data for predicting drug metabolism from PubChem BioAssay. Task: Regression/Classification. Given a drug SMILES string, predict its absorption, distribution, metabolism, or excretion properties. Task type varies by dataset: regression for continuous measurements (e.g., permeability, clearance, half-life) or binary classification for categorical outcomes (e.g., BBB penetration, CYP inhibition). Dataset: cyp2c19_veith. The compound is O=C(O)C1CCN(c2ncnc3ccc(-c4ccccc4C(F)(F)F)cc23)CC1. The result is 0 (non-inhibitor).